Predict the reaction yield, written as a fraction of the theoretical maximum amount of product (1.0 means a 100% yield; for example, 0.34 means a 34% yield). From a dataset of Reaction yield outcomes from USPTO patents with 853,638 reactions. The reactants are Br[C:2]1[CH:3]=[C:4]2[C:12](=[CH:13][CH:14]=1)[NH:11][C:10]1[C:9]([O:15][CH2:16][CH2:17][N:18]([CH2:21][CH3:22])[CH2:19][CH3:20])=[C:8]3[NH:23][C:24]4[CH:25]=[CH:26][C:27](Br)=[CH:28][C:29]=4[C:7]3=[CH:6][C:5]2=1. The catalyst is CN(C=O)C.[Pd]. The product is [CH:3]1[CH:2]=[CH:14][CH:13]=[C:12]2[C:4]=1[C:5]1[CH:6]=[C:7]3[C:29]4[CH:28]=[CH:27][CH:26]=[CH:25][C:24]=4[NH:23][C:8]3=[C:9]([O:15][CH2:16][CH2:17][N:18]([CH2:19][CH3:20])[CH2:21][CH3:22])[C:10]=1[NH:11]2. The yield is 0.640.